This data is from Blood-brain barrier permeability classification from the B3DB database. The task is: Regression/Classification. Given a drug SMILES string, predict its absorption, distribution, metabolism, or excretion properties. Task type varies by dataset: regression for continuous measurements (e.g., permeability, clearance, half-life) or binary classification for categorical outcomes (e.g., BBB penetration, CYP inhibition). Dataset: b3db_classification. (1) The drug is CC1=C/C(O)CC(=O)Cc2nc(co2)C(=O)N2CCC=C2C(=O)OC(C(C)C)C(C)/C=C\C(=O)NC/C=C\1. The result is 0 (does not penetrate BBB). (2) The molecule is CN(C)c1ccc(C(=C2C=CC(=[N+](C)C)C=C2)c2ccc(N(C)C)cc2)cc1. The result is 0 (does not penetrate BBB). (3) The drug is CN[C@@H]1[C@H](O[C@H]2[C@H](O[C@@H]3[C@@H](O)[C@H](O)[C@@H](N=C(N)N)[C@H](O)[C@H]3N=C(N)N)O[C@@H](C)[C@]2(O)CO)O[C@@H](CO)[C@H](O)[C@H]1O. The result is 0 (does not penetrate BBB). (4) The molecule is CN1CCN(C2=Nc3ccccc3Sc3ccc(Cl)cc32)CC1. The result is 1 (penetrates BBB).